The task is: Predict which catalyst facilitates the given reaction.. This data is from Catalyst prediction with 721,799 reactions and 888 catalyst types from USPTO. (1) Reactant: [F:1][C:2]1[CH:7]=[CH:6][C:5]([CH2:8][NH:9][CH3:10])=[CH:4][C:3]=1[O:11][CH3:12].C(=O)([O-])[O-].[K+].[K+].Br[CH2:20][C:21]([C:23]1[CH:28]=[CH:27][C:26]([Cl:29])=[C:25]([Cl:30])[CH:24]=1)=[O:22].[BH4-].[Na+]. Product: [Cl:30][C:25]1[CH:24]=[C:23]([CH:21]([OH:22])[CH2:20][N:9]([CH2:8][C:5]2[CH:6]=[CH:7][C:2]([F:1])=[C:3]([O:11][CH3:12])[CH:4]=2)[CH3:10])[CH:28]=[CH:27][C:26]=1[Cl:29]. The catalyst class is: 8. (2) Reactant: C(NC(C)C)(C)C.C([Li])CCC.[CH3:13][O:14][C:15]([CH:17]1[O:22][CH2:21][CH2:20][N:19]([C:23]([O:25][C:26]([CH3:29])([CH3:28])[CH3:27])=[O:24])[CH2:18]1)=[O:16].[CH:30](=[O:32])[CH3:31]. Product: [CH3:13][O:14][C:15]([C:17]1([CH:30]([OH:32])[CH3:31])[O:22][CH2:21][CH2:20][N:19]([C:23]([O:25][C:26]([CH3:29])([CH3:28])[CH3:27])=[O:24])[CH2:18]1)=[O:16]. The catalyst class is: 7. (3) Reactant: C([O:3][C:4]([C@H:6]1[CH2:11][CH2:10][C@H:9]([O:12][C:13]2[N:14]=[N:15][CH:16]=[CH:17][CH:18]=2)[CH2:8][CH2:7]1)=[O:5])C.[OH-].[Na+]. Product: [N:15]1[CH:16]=[CH:17][CH:18]=[C:13]([O:12][C@H:9]2[CH2:8][CH2:7][C@H:6]([C:4]([OH:5])=[O:3])[CH2:11][CH2:10]2)[N:14]=1. The catalyst class is: 12. (4) Reactant: [CH2:1]([O:3][C:4]([C:6]1[N:14]([CH3:15])[C:13]2[CH:12]=[CH:11][N:10]=[CH:9][C:8]=2[C:7]=1[OH:16])=[O:5])[CH3:2].CCN(C(C)C)C(C)C.[F:26][C:27]([F:42])([C:38]([F:41])([F:40])[F:39])[C:28]([F:37])([F:36])[C:29]([F:35])([F:34])[S:30](F)(=[O:32])=[O:31]. Product: [CH2:1]([O:3][C:4]([C:6]1[N:14]([CH3:15])[C:13]2[CH:12]=[CH:11][N:10]=[CH:9][C:8]=2[C:7]=1[O:16][S:30]([C:29]([F:34])([F:35])[C:28]([F:36])([F:37])[C:27]([F:26])([F:42])[C:38]([F:41])([F:40])[F:39])(=[O:32])=[O:31])=[O:5])[CH3:2]. The catalyst class is: 79. (5) Reactant: Cl.[OH:2][C:3]1[CH:8]=[CH:7][C:6]([C:9]2[N:14]=[C:13]3[N:15]([CH2:19][CH2:20][N:21]4[CH2:26][CH2:25][O:24][CH2:23][CH2:22]4)[C:16](=[O:18])[NH:17][C:12]3=[N:11][CH:10]=2)=[CH:5][CH:4]=1.BrC1N=C2N(CCN3CCOCC3)C(=O)NC2=NC=1.CNC(C1C=CC(B(O)O)=CC=1)=O.P([O-])([O-])([O-])=O.[K+].[K+].[K+]. Product: [OH:2][C:3]1[CH:4]=[CH:5][C:6]([C:9]2[N:14]=[C:13]3[N:15]([CH2:19][CH2:20][N:21]4[CH2:22][CH2:23][O:24][CH2:25][CH2:26]4)[C:16](=[O:18])[NH:17][C:12]3=[N:11][CH:10]=2)=[CH:7][CH:8]=1. The catalyst class is: 710. (6) Reactant: [CH3:1][O:2][C:3]([C:5]1[C:13]2[CH:12]=[C:11]([CH2:14]Br)[O:10][C:9]=2[C:8]([O:16][CH3:17])=[CH:7][CH:6]=1)=[O:4].C(=O)([O-])[O-:19].[Na+].[Na+]. Product: [CH3:1][O:2][C:3]([C:5]1[C:13]2[CH:12]=[C:11]([CH:14]=[O:19])[O:10][C:9]=2[C:8]([O:16][CH3:17])=[CH:7][CH:6]=1)=[O:4]. The catalyst class is: 58. (7) Product: [OH:48][CH2:47][CH2:49][NH:50][C:31](=[O:32])[NH:30][C:27]1[CH:26]=[CH:25][C:24]([C:10]2[C:11]3[CH2:16][N:15]([C:17]([O:19][C:20]([CH3:23])([CH3:22])[CH3:21])=[O:18])[CH2:14][C:12]=3[N:13]=[C:8]([N:7]3[CH2:6][CH2:5][O:4][CH2:3][C@@H:2]3[CH3:1])[N:9]=2)=[CH:29][CH:28]=1. Reactant: [CH3:1][C@@H:2]1[N:7]([C:8]2[N:9]=[C:10]([C:24]3[CH:29]=[CH:28][C:27]([NH:30][C:31](OC4C=CC=CC=4)=[O:32])=[CH:26][CH:25]=3)[C:11]3[CH2:16][N:15]([C:17]([O:19][C:20]([CH3:23])([CH3:22])[CH3:21])=[O:18])[CH2:14][C:12]=3[N:13]=2)[CH2:6][CH2:5][O:4][CH2:3]1.CCN(CC)CC.[CH2:47]([CH2:49][NH2:50])[OH:48]. The catalyst class is: 3. (8) Reactant: [CH3:1][O:2][C:3]1[CH:22]=[CH:21][C:6]([CH2:7][NH:8][S:9]([C:12]2[CH:20]=[CH:19][C:15]([C:16]([OH:18])=[O:17])=[CH:14][CH:13]=2)(=[O:11])=[O:10])=[CH:5][CH:4]=1.C(=O)([O-])[O-].[Cs+].[Cs+].[CH2:29](I)[CH3:30]. Product: [CH2:29]([N:8]([CH2:7][C:6]1[CH:5]=[CH:4][C:3]([O:2][CH3:1])=[CH:22][CH:21]=1)[S:9]([C:12]1[CH:20]=[CH:19][C:15]([C:16]([OH:18])=[O:17])=[CH:14][CH:13]=1)(=[O:11])=[O:10])[CH3:30]. The catalyst class is: 39. (9) Product: [Br:1][C:2]1[S:6][C:5]([CH2:7][NH:8][S:17]([C:12]2[CH:13]=[CH:14][CH:15]=[CH:16][C:11]=2[C:10]([F:9])([F:21])[F:22])(=[O:19])=[O:18])=[CH:4][CH:3]=1. Reactant: [Br:1][C:2]1[S:6][C:5]([CH2:7][NH2:8])=[CH:4][CH:3]=1.[F:9][C:10]([F:22])([F:21])[C:11]1[CH:16]=[CH:15][CH:14]=[CH:13][C:12]=1[S:17](Cl)(=[O:19])=[O:18].C(N(C(C)C)C(C)C)C. The catalyst class is: 4. (10) Reactant: [C:1]([C:3]1[CH:4]=[C:5]([C:13]2[O:17][N:16]=[C:15]([C:18]3[CH:32]=[CH:31][C:21]4[CH2:22][CH2:23][N:24]([CH2:27][C:28](O)=[O:29])[CH2:25][CH2:26][C:20]=4[CH:19]=3)[N:14]=2)[CH:6]=[CH:7][C:8]=1[O:9][CH:10]([CH3:12])[CH3:11])#[N:2].C(Cl)C[Cl:35].C([N:39]1[CH2:44][CH2:43][O:42][CH2:41][CH2:40]1)C.C1C=CC2N(O)N=NC=2C=1.N1CCOCC1. Product: [ClH:35].[CH3:11][CH:10]([O:9][C:8]1[CH:7]=[CH:6][C:5]([C:13]2[O:17][N:16]=[C:15]([C:18]3[CH:32]=[CH:31][C:21]4[CH2:22][CH2:23][N:24]([CH2:27][C:28]([N:39]5[CH2:44][CH2:43][O:42][CH2:41][CH2:40]5)=[O:29])[CH2:25][CH2:26][C:20]=4[CH:19]=3)[N:14]=2)=[CH:4][C:3]=1[C:1]#[N:2])[CH3:12]. The catalyst class is: 3.